This data is from Full USPTO retrosynthesis dataset with 1.9M reactions from patents (1976-2016). The task is: Predict the reactants needed to synthesize the given product. (1) Given the product [C:7]1([S:13]([CH:16]2[CH:17]([S:18]([C:21]3[CH:22]=[CH:23][CH:24]=[CH:25][CH:26]=3)(=[O:20])=[O:19])[CH:3]3[CH2:4][CH2:5][CH:6]2[CH:1]=[CH:2]3)(=[O:14])=[O:15])[CH:8]=[CH:9][CH:10]=[CH:11][CH:12]=1, predict the reactants needed to synthesize it. The reactants are: [CH:1]1[CH2:6][CH2:5][CH:4]=[CH:3][CH:2]=1.[C:7]1([S:13](/[CH:16]=[CH:17]/[S:18]([C:21]2[CH:26]=[CH:25][CH:24]=[CH:23][CH:22]=2)(=[O:20])=[O:19])(=[O:15])=[O:14])[CH:12]=[CH:11][CH:10]=[CH:9][CH:8]=1. (2) The reactants are: [Si:1]([O:8][C@H:9]([CH2:26][O:27][Si](C(C)(C)C)(C)C)[C@@H:10]([NH:19][S@](C(C)(C)C)=O)[CH2:11][C:12]1[CH:17]=[CH:16][CH:15]=[C:14]([F:18])[CH:13]=1)([C:4]([CH3:7])([CH3:6])[CH3:5])([CH3:3])[CH3:2].Cl.COC1C=CC(C=O)=CC=1.[O:46](C(OC(C)(C)C)=O)[C:47]([O:49][C:50]([CH3:53])([CH3:52])[CH3:51])=O. Given the product [Si:1]([O:8][C@H:9]([CH2:26][OH:27])[C@@H:10]([NH:19][C:47](=[O:46])[O:49][C:50]([CH3:53])([CH3:52])[CH3:51])[CH2:11][C:12]1[CH:17]=[CH:16][CH:15]=[C:14]([F:18])[CH:13]=1)([C:4]([CH3:5])([CH3:7])[CH3:6])([CH3:2])[CH3:3], predict the reactants needed to synthesize it. (3) Given the product [Br:27][C:28]1[N:32]([CH:2]([C:13]2[CH:18]=[CH:17][CH:16]=[CH:15][CH:14]=2)[CH2:3][CH2:4][O:5][Si:6]([C:9]([CH3:12])([CH3:11])[CH3:10])([CH3:8])[CH3:7])[N:31]=[C:30]([N+:33]([O-:35])=[O:34])[N:29]=1, predict the reactants needed to synthesize it. The reactants are: Br[CH:2]([C:13]1[CH:18]=[CH:17][CH:16]=[CH:15][CH:14]=1)[CH2:3][CH2:4][O:5][Si:6]([C:9]([CH3:12])([CH3:11])[CH3:10])([CH3:8])[CH3:7].[I-].[Na+].C(=O)([O-])[O-].[K+].[K+].[Br:27][C:28]1[NH:32][N:31]=[C:30]([N+:33]([O-:35])=[O:34])[N:29]=1. (4) Given the product [CH3:1][N:2]([CH2:9][C:8]1[CH:11]=[CH:12][C:5]([NH2:4])=[C:6]([N+:13]([O-:15])=[O:14])[CH:7]=1)[CH3:3], predict the reactants needed to synthesize it. The reactants are: [CH3:1][NH:2][CH3:3].[NH2:4][C:5]1[CH:12]=[CH:11][C:8]([CH:9]=O)=[CH:7][C:6]=1[N+:13]([O-:15])=[O:14].[BH4-].[Na+]. (5) The reactants are: [CH2:1]([O:3][C:4](=[O:13])[C:5]1[CH:10]=[CH:9][C:8]([OH:11])=[CH:7][C:6]=1[Cl:12])[CH3:2].C(=O)([O-])[O-].[K+].[K+].Br[CH2:21][C:22]1[CH:27]=[CH:26][CH:25]=[CH:24][CH:23]=1. Given the product [CH2:1]([O:3][C:4](=[O:13])[C:5]1[CH:10]=[CH:9][C:8]([O:11][CH2:21][C:22]2[CH:27]=[CH:26][CH:25]=[CH:24][CH:23]=2)=[CH:7][C:6]=1[Cl:12])[CH3:2], predict the reactants needed to synthesize it. (6) The reactants are: C([O:3][C:4]([C:6]1[O:7][C:8]2[CH:17]=[C:16]([O:18][CH:19]3[CH2:24][CH2:23][N:22]([CH:25]([CH3:27])[CH3:26])[CH2:21][CH2:20]3)[CH:15]=[CH:14][C:9]=2[C:10]=1[CH:11]([CH3:13])[CH3:12])=[O:5])C.[OH-].[Na+].Cl. Given the product [CH:11]([C:10]1[C:9]2[CH:14]=[CH:15][C:16]([O:18][CH:19]3[CH2:24][CH2:23][N:22]([CH:25]([CH3:26])[CH3:27])[CH2:21][CH2:20]3)=[CH:17][C:8]=2[O:7][C:6]=1[C:4]([OH:5])=[O:3])([CH3:12])[CH3:13], predict the reactants needed to synthesize it. (7) Given the product [CH:14]1([C:12]([C:6]2[CH:7]=[N:8][C:9]3[C:4]([C:5]=2[NH:17][C:18]2[CH:19]=[N:20][CH:21]=[C:22]([CH2:24][CH2:25][N:26]4[CH2:27][CH2:28][CH2:29][CH2:30]4)[CH:23]=2)=[CH:3][C:2]([C:36]2[CH:37]=[C:32]([Cl:31])[C:33]([OH:48])=[C:34]([Cl:47])[CH:35]=2)=[CH:11][CH:10]=3)=[O:13])[CH2:15][CH2:16]1, predict the reactants needed to synthesize it. The reactants are: Br[C:2]1[CH:3]=[C:4]2[C:9](=[CH:10][CH:11]=1)[N:8]=[CH:7][C:6]([C:12]([CH:14]1[CH2:16][CH2:15]1)=[O:13])=[C:5]2[NH:17][C:18]1[CH:19]=[N:20][CH:21]=[C:22]([CH2:24][CH2:25][N:26]2[CH2:30][CH2:29][CH2:28][CH2:27]2)[CH:23]=1.[Cl:31][C:32]1[CH:37]=[C:36](B2OC(C)(C)C(C)(C)O2)[CH:35]=[C:34]([Cl:47])[C:33]=1[OH:48].